Dataset: Full USPTO retrosynthesis dataset with 1.9M reactions from patents (1976-2016). Task: Predict the reactants needed to synthesize the given product. (1) Given the product [Cl:1][C:2]1[CH:3]=[CH:4][C:5]([O:35][CH3:36])=[C:6]([NH:8][C:9]([NH:11][C:12]2[CH:20]=[CH:19][CH:18]=[C:17]3[C:13]=2[CH:14]=[CH:15][N:16]3[CH2:21][C:22]2[CH:27]=[CH:26][N:25]=[C:24]([NH:28][C:29]3[CH:34]=[N:33][CH:32]=[CH:31][N:30]=3)[CH:23]=2)=[O:10])[CH:7]=1, predict the reactants needed to synthesize it. The reactants are: [Cl:1][C:2]1[CH:3]=[CH:4][C:5]([O:35][CH3:36])=[C:6]([NH:8][C:9]([NH:11][C:12]2[CH:20]=[CH:19][CH:18]=[C:17]3[C:13]=2[CH:14]=[CH:15][N:16]3[CH2:21][C:22]2[CH:27]=[CH:26][N:25]=[C:24]([NH:28][C:29]3[CH:34]=[N:33][CH:32]=[CH:31][N:30]=3)[CH:23]=2)=[O:10])[CH:7]=1.N1C=CN=CC=1NC1C=C(CN2C3C(=C(N)C=CC=3)C=C2)C=CN=1.ClC1C=CC(OC)=C(N=C=O)C=1.CCOCC. (2) Given the product [C:1]([C:5]1[CH:10]=[CH:9][C:8]([CH:11]([NH:21][C:22]([NH:24][C:25]2[CH:30]=[CH:29][C:28]([CH3:31])=[C:27]([S:32]([CH3:35])(=[O:33])=[O:34])[CH:26]=2)=[O:23])[C:12]2[CH:20]=[CH:19][C:15]([C:16]([NH:58][CH2:59][CH2:60][S:61]([OH:64])(=[O:63])=[O:62])=[O:17])=[CH:14][CH:13]=2)=[CH:7][CH:6]=1)([CH3:4])([CH3:3])[CH3:2], predict the reactants needed to synthesize it. The reactants are: [C:1]([C:5]1[CH:10]=[CH:9][C:8]([CH:11]([NH:21][C:22]([NH:24][C:25]2[CH:30]=[CH:29][C:28]([CH3:31])=[C:27]([S:32]([CH3:35])(=[O:34])=[O:33])[CH:26]=2)=[O:23])[C:12]2[CH:20]=[CH:19][C:15]([C:16](O)=[O:17])=[CH:14][CH:13]=2)=[CH:7][CH:6]=1)([CH3:4])([CH3:3])[CH3:2].OC1C2N=NNC=2C=CC=1.Cl.CN(C)CCCN=C=NCC.[NH2:58][CH2:59][CH2:60][S:61]([OH:64])(=[O:63])=[O:62].C(N(C(C)C)CC)(C)C.S([O-])(O)(=O)=O.[Na+].